From a dataset of Forward reaction prediction with 1.9M reactions from USPTO patents (1976-2016). Predict the product of the given reaction. The product is: [CH2:1]([O:12][CH2:16][C:17]1[CH:22]=[CH:21][CH:20]=[CH:19][CH:18]=1)[CH2:2][CH2:3][CH2:4][CH2:5][CH2:6][CH2:7][CH2:8][CH2:9][CH:10]=[CH2:11]. Given the reactants [CH2:1]([OH:12])[CH2:2][CH2:3][CH2:4][CH2:5][CH2:6][CH2:7][CH2:8][CH2:9][CH:10]=[CH2:11].[H-].[Na+].Br[CH2:16][C:17]1[CH:22]=[CH:21][CH:20]=[CH:19][CH:18]=1, predict the reaction product.